This data is from Catalyst prediction with 721,799 reactions and 888 catalyst types from USPTO. The task is: Predict which catalyst facilitates the given reaction. (1) Reactant: [F:1][C:2]([F:9])([F:8])[C:3]([O:5]CC)=O.[NH2:10][CH2:11][CH:12]1[CH2:17][CH2:16][N:15]([C:18]([O:20][C:21]([CH3:24])([CH3:23])[CH3:22])=[O:19])[CH2:14][CH2:13]1. Product: [C:21]([O:20][C:18]([N:15]1[CH2:16][CH2:17][CH:12]([CH2:11][NH:10][C:3](=[O:5])[C:2]([F:1])([F:8])[F:9])[CH2:13][CH2:14]1)=[O:19])([CH3:24])([CH3:23])[CH3:22]. The catalyst class is: 7. (2) The catalyst class is: 4. Reactant: [C:1]([C:4]([C@@H:17]1[CH2:21][CH2:20][N:19]([CH2:22][CH2:23][CH2:24][CH2:25][CH2:26][CH2:27][CH:28](OC)[O:29]C)[CH2:18]1)([C:11]1[CH:16]=[CH:15][CH:14]=[CH:13][CH:12]=1)[C:5]1[CH:10]=[CH:9][CH:8]=[CH:7][CH:6]=1)(=[O:3])[NH2:2].C(#N)C.Cl. Product: [C:1]([C:4]([C@@H:17]1[CH2:21][CH2:20][N:19]([CH2:22][CH2:23][CH2:24][CH2:25][CH2:26][CH2:27][CH:28]=[O:29])[CH2:18]1)([C:11]1[CH:12]=[CH:13][CH:14]=[CH:15][CH:16]=1)[C:5]1[CH:10]=[CH:9][CH:8]=[CH:7][CH:6]=1)(=[O:3])[NH2:2]. (3) Reactant: [OH-].[K+].[C:3]([C:6]1[NH:7][CH:8]=[CH:9][CH:10]=1)(=[O:5])[CH3:4].[Br:11][C:12]1[CH:19]=[CH:18][CH:17]=[CH:16][C:13]=1[CH2:14]Br.[Cl-].[Na+]. Product: [Br:11][C:12]1[CH:19]=[CH:18][CH:17]=[CH:16][C:13]=1[CH2:14][N:7]1[CH:8]=[CH:9][CH:10]=[C:6]1[C:3](=[O:5])[CH3:4]. The catalyst class is: 16.